This data is from Catalyst prediction with 721,799 reactions and 888 catalyst types from USPTO. The task is: Predict which catalyst facilitates the given reaction. (1) Product: [CH3:1][C:2]1[CH:3]=[CH:4][CH:5]=[C:6]2[C:10]=1[N:9]([C:13]([O:15][C:16]([CH3:19])([CH3:18])[CH3:17])=[O:14])[CH:8]=[CH:7]2. Reactant: [CH3:1][C:2]1[CH:3]=[CH:4][CH:5]=[C:6]2[C:10]=1[NH:9][CH:8]=[CH:7]2.[H-].[Na+].[C:13](O[C:13]([O:15][C:16]([CH3:19])([CH3:18])[CH3:17])=[O:14])([O:15][C:16]([CH3:19])([CH3:18])[CH3:17])=[O:14]. The catalyst class is: 230. (2) Reactant: C([O:3][C:4]([C:6]1[CH:10]=[C:9]([CH:11]2[CH2:15][CH2:14][CH2:13][CH2:12]2)[O:8][N:7]=1)=[O:5])C.[OH-].[Na+].Cl. Product: [CH:11]1([C:9]2[O:8][N:7]=[C:6]([C:4]([OH:5])=[O:3])[CH:10]=2)[CH2:12][CH2:13][CH2:14][CH2:15]1. The catalyst class is: 8. (3) Reactant: [C:1]([C:4]1[CH:9]=[CH:8][C:7]([CH3:10])=[CH:6][N:5]=1)(=O)[CH3:2].[CH3:11][N:12]1[C:16]2[CH:17]=[CH:18][CH:19]=[CH:20][C:15]=2[N:14]=[C:13]1[NH:21][NH2:22]. Product: [CH3:11][N:12]1[C:16]2[CH:17]=[CH:18][CH:19]=[CH:20][C:15]=2[N:14]=[C:13]1[NH:21][N:22]=[C:1]([C:4]1[CH:9]=[CH:8][C:7]([CH3:10])=[CH:6][N:5]=1)[CH3:2]. The catalyst class is: 130. (4) Reactant: [N:1]1[CH:6]=[CH:5][CH:4]=[C:3]([C:7]2[O:8][CH:9]=[CH:10][N:11]=2)[CH:2]=1.Br[C:13]1[N:18]=[C:17]([C:19]2[N:24]=[CH:23][CH:22]=[CH:21][N:20]=2)[CH:16]=[CH:15][CH:14]=1.C(=O)([O-])[O-].[K+].[K+]. Product: [N:1]1[CH:6]=[CH:5][CH:4]=[C:3]([C:7]2[O:8][C:9]([C:13]3[N:18]=[C:17]([C:19]4[N:20]=[CH:21][CH:22]=[CH:23][N:24]=4)[CH:16]=[CH:15][CH:14]=3)=[CH:10][N:11]=2)[CH:2]=1. The catalyst class is: 9. (5) Reactant: [CH2:1]([C:3]1[CH:8]=[CH:7][CH:6]=[C:5]([CH2:9][CH3:10])[C:4]=1[C:11]1[CH:12]=[C:13]2[CH:19]=[CH:18][NH:17][C:14]2=[CH:15][N:16]=1)[CH3:2].C[O:21][C:22]([CH:24]1[CH2:29][CH2:28][C:27](=O)[CH2:26][CH2:25]1)=[O:23].[OH-].[K+]. Product: [CH2:1]([C:3]1[CH:8]=[CH:7][CH:6]=[C:5]([CH2:9][CH3:10])[C:4]=1[C:11]1[CH:12]=[C:13]2[C:19]([C:27]3[CH2:28][CH2:29][CH:24]([C:22]([OH:23])=[O:21])[CH2:25][CH:26]=3)=[CH:18][NH:17][C:14]2=[CH:15][N:16]=1)[CH3:2]. The catalyst class is: 5. (6) Reactant: Br[CH:2]([C:7]1[CH:8]=[C:9]([Cl:15])[C:10]([Cl:14])=[C:11]([Cl:13])[CH:12]=1)[C:3]([F:6])([F:5])[F:4].[CH:16]([C:18]1[CH:19]=[C:20]2[C:24](=[CH:25][CH:26]=1)[C:23](=[O:27])[CH2:22][CH2:21]2)=[CH2:17].N1C=CC=CC=1C1C=CC=CN=1. Product: [F:4][C:3]([F:6])([F:5])[CH:2]([C:7]1[CH:8]=[C:9]([Cl:15])[C:10]([Cl:14])=[C:11]([Cl:13])[CH:12]=1)/[CH:17]=[CH:16]/[C:18]1[CH:19]=[C:20]2[C:24](=[CH:25][CH:26]=1)[C:23](=[O:27])[CH2:22][CH2:21]2. The catalyst class is: 482. (7) Reactant: [Br:1][C:2]1[CH:3]=[N:4][CH:5]=[C:6]([CH:9]=1)[C:7]#[N:8].CCN(CC)CC.[SH2:17]. Product: [Br:1][C:2]1[CH:9]=[C:6]([C:7](=[S:17])[NH2:8])[CH:5]=[N:4][CH:3]=1. The catalyst class is: 17. (8) The catalyst class is: 5. Product: [NH2:21][C:10]1[C:9]([OH:8])=[CH:14][C:13]([C:15]2[CH:20]=[CH:19][CH:18]=[CH:17][CH:16]=2)=[CH:12][N:11]=1. Reactant: C([O:8][C:9]1[C:10]([NH2:21])=[N:11][CH:12]=[C:13]([C:15]2[CH:20]=[CH:19][CH:18]=[CH:17][CH:16]=2)[CH:14]=1)C1C=CC=CC=1. (9) Reactant: [F:1][C:2]1[C:3]([F:24])=[C:4]2[O:9][CH2:8][C:7]3([CH2:12][CH2:11][CH2:10]3)[N:6]3[CH:13]=[C:14]([C:19]([O:21][CH2:22][CH3:23])=[O:20])[C:15](=[O:18])[C:16]([CH:17]=1)=[C:5]23.[N+:25]([O-])([O-:27])=[O:26].[K+]. Product: [F:1][C:2]1[C:3]([F:24])=[C:4]2[O:9][CH2:8][C:7]3([CH2:10][CH2:11][CH2:12]3)[N:6]3[CH:13]=[C:14]([C:19]([O:21][CH2:22][CH3:23])=[O:20])[C:15](=[O:18])[C:16]([C:17]=1[N+:25]([O-:27])=[O:26])=[C:5]23. The catalyst class is: 82. (10) The catalyst class is: 7. Product: [CH2:35]([O:34][C:32]1[CH:31]=[C:30]([C:42]2[CH:43]=[C:44]([NH:47][CH:8]=[C:9]3[C:17]4[C:12](=[CH:13][CH:14]=[CH:15][CH:16]=4)[NH:11][C:10]3=[O:18])[NH:45][N:46]=2)[CH:29]=[C:28]([O:27][CH2:20][C:21]2[CH:26]=[CH:25][CH:24]=[CH:23][CH:22]=2)[CH:33]=1)[C:36]1[CH:41]=[CH:40][CH:39]=[CH:38][CH:37]=1. Reactant: NC1C=CNN=1.O/[CH:8]=[C:9]1\[C:10](=[O:18])[NH:11][C:12]2[C:17]\1=[CH:16][CH:15]=[CH:14][CH:13]=2.Cl.[CH2:20]([O:27][C:28]1[CH:29]=[C:30]([C:42]2[CH:43]=[C:44]([NH2:47])[NH:45][N:46]=2)[CH:31]=[C:32]([O:34][CH2:35][C:36]2[CH:41]=[CH:40][CH:39]=[CH:38][CH:37]=2)[CH:33]=1)[C:21]1[CH:26]=[CH:25][CH:24]=[CH:23][CH:22]=1.